From a dataset of Catalyst prediction with 721,799 reactions and 888 catalyst types from USPTO. Predict which catalyst facilitates the given reaction. Reactant: [C:1]([O:5][C:6](=[O:28])[NH:7][C:8]1([C:12]2[CH:17]=[CH:16][C:15]([C:18](=O)[CH:19](Br)[C:20]3[CH:25]=[CH:24][CH:23]=[CH:22][CH:21]=3)=[CH:14][CH:13]=2)[CH2:11][CH2:10][CH2:9]1)([CH3:4])([CH3:3])[CH3:2].[NH2:29][C:30]1[CH:35]=[C:34]([C:36]([O:38][CH3:39])=[O:37])[CH:33]=[CH:32][N:31]=1. Product: [CH3:39][O:38][C:36]([C:34]1[CH:33]=[CH:32][N:31]2[C:19]([C:20]3[CH:21]=[CH:22][CH:23]=[CH:24][CH:25]=3)=[C:18]([C:15]3[CH:14]=[CH:13][C:12]([C:8]4([NH:7][C:6]([O:5][C:1]([CH3:4])([CH3:3])[CH3:2])=[O:28])[CH2:11][CH2:10][CH2:9]4)=[CH:17][CH:16]=3)[N:29]=[C:30]2[CH:35]=1)=[O:37]. The catalyst class is: 8.